Predict the reactants needed to synthesize the given product. From a dataset of Full USPTO retrosynthesis dataset with 1.9M reactions from patents (1976-2016). (1) Given the product [CH2:45]([CH:25]1[O:26][CH2:27][CH2:28][N:23]([C:20]2[CH:21]=[CH:22][C:17]([N:13]3[CH2:12][C@H:11]([CH2:10][NH:9][C:7]([C:5]4[S:6][C:2]([Cl:1])=[CH:3][CH:4]=4)=[O:8])[O:15][C:14]3=[O:16])=[C:18]([F:30])[CH:19]=2)[C:24]1=[O:29])[CH:41]=[CH2:42], predict the reactants needed to synthesize it. The reactants are: [Cl:1][C:2]1[S:6][C:5]([C:7]([NH:9][CH2:10][C@@H:11]2[O:15][C:14](=[O:16])[N:13]([C:17]3[CH:22]=[CH:21][C:20]([N:23]4[CH2:28][CH2:27][O:26][CH2:25][C:24]4=[O:29])=[CH:19][C:18]=3[F:30])[CH2:12]2)=[O:8])=[CH:4][CH:3]=1.C[Si](C)(C)[N-][Si](C)(C)C.[Li+].[CH2:41]1[CH2:45]OC[CH2:42]1.IC=CC.[Cl-].[NH4+]. (2) Given the product [CH3:1][CH:2]([CH3:27])[CH2:3][N:4]1[C:16]2[C:15]3[C:14]([C:17]4[CH:18]=[CH:19][C:20]([O:23][CH2:24][CH2:25][CH3:26])=[CH:21][CH:22]=4)=[CH:13][CH:12]=[CH:11][C:10]=3[N:9]=[C:8]([NH2:30])[C:7]=2[N:6]=[CH:5]1, predict the reactants needed to synthesize it. The reactants are: [CH3:1][CH:2]([CH3:27])[CH2:3][N:4]1[C:16]2[C:15]3[C:14]([C:17]4[CH:22]=[CH:21][C:20]([O:23][CH2:24][CH2:25][CH3:26])=[CH:19][CH:18]=4)=[CH:13][CH:12]=[CH:11][C:10]=3[N:9]=[CH:8][C:7]=2[N:6]=[CH:5]1.C(#[N:30])C. (3) Given the product [NH2:1][C:2]1[N:23]=[C:22]([CH2:24][CH2:25][CH2:26][O:27][CH3:28])[CH:21]=[CH:20][C:3]=1[C:4]([NH:6][CH2:7][C:8]1[S:9][C:10]([O:13][C:14]2[CH:19]=[CH:18][CH:17]=[CH:16][CH:15]=2)=[CH:11][CH:12]=1)=[O:5], predict the reactants needed to synthesize it. The reactants are: [NH2:1][C:2]1[N:23]=[C:22](/[CH:24]=[CH:25]\[CH2:26][O:27][CH3:28])[CH:21]=[CH:20][C:3]=1[C:4]([NH:6][CH2:7][C:8]1[S:9][C:10]([O:13][C:14]2[CH:19]=[CH:18][CH:17]=[CH:16][CH:15]=2)=[CH:11][CH:12]=1)=[O:5].O1CCCC1.C(N(CC)CC)C. (4) Given the product [CH3:2][O:3][C:4]([C:7]1[N:11]([CH2:12][CH:13]2[CH2:18][CH2:17][O:16][CH2:15][CH2:14]2)[C:10]2[CH:19]=[CH:20][C:21]([N:23]([CH3:24])[S:35]([C:32]3[CH:31]=[CH:30][C:29]([NH:28][C:25](=[O:27])[CH3:26])=[CH:34][CH:33]=3)(=[O:37])=[O:36])=[CH:22][C:9]=2[N:8]=1)([CH3:6])[CH3:5], predict the reactants needed to synthesize it. The reactants are: Cl.[CH3:2][O:3][C:4]([C:7]1[N:11]([CH2:12][CH:13]2[CH2:18][CH2:17][O:16][CH2:15][CH2:14]2)[C:10]2[CH:19]=[CH:20][C:21]([NH:23][CH3:24])=[CH:22][C:9]=2[N:8]=1)([CH3:6])[CH3:5].[C:25]([NH:28][C:29]1[CH:34]=[CH:33][C:32]([S:35](Cl)(=[O:37])=[O:36])=[CH:31][CH:30]=1)(=[O:27])[CH3:26]. (5) Given the product [CH:71]1[C:72]2[C:77](=[CH:76][CH:75]=[CH:74][CH:73]=2)[CH:78]=[CH:79][C:70]=1[CH2:69][O:38][CH:39]1[CH:44]([C:45]2[CH:46]=[CH:47][C:48]([O:51][CH2:52][CH2:53][CH2:54][C:55]3[CH:56]=[CH:57][CH:58]=[CH:59][CH:60]=3)=[CH:49][CH:50]=2)[CH2:43][CH2:42][N:41]([C:61]([O:63][C:64]([CH3:67])([CH3:66])[CH3:65])=[O:62])[CH2:40]1, predict the reactants needed to synthesize it. The reactants are: OC1C(C2C=CC(O)=CC=2)CCN(C(OC(C)(C)C)=O)C1.BrCCCC1C=CC=CC=1.C(=O)([O-])[O-].[K+].[K+].[OH:38][CH:39]1[CH:44]([C:45]2[CH:50]=[CH:49][C:48]([O:51][CH2:52][CH2:53][CH2:54][C:55]3[CH:60]=[CH:59][CH:58]=[CH:57][CH:56]=3)=[CH:47][CH:46]=2)[CH2:43][CH2:42][N:41]([C:61]([O:63][C:64]([CH3:67])([CH3:66])[CH3:65])=[O:62])[CH2:40]1.Br[CH2:69][C:70]1[CH:79]=[CH:78][C:77]2[C:72](=[CH:73][CH:74]=[CH:75][CH:76]=2)[CH:71]=1. (6) Given the product [CH:1]1([N:9]2[C:14]([CH2:15][CH2:16][N:17]3[CH2:22][CH2:21][N:20]([C:23]4[CH:28]=[CH:27][CH:26]=[CH:25][C:24]=4[O:29][CH3:30])[CH2:19][CH2:18]3)=[N:13][NH:12][C:10]2=[O:11])[CH2:8][CH2:7][CH2:6][CH2:5][CH2:4][CH2:3][CH2:2]1, predict the reactants needed to synthesize it. The reactants are: [CH:1]1([NH:9][C:10]([NH:12][NH:13][C:14](=O)[CH2:15][CH2:16][N:17]2[CH2:22][CH2:21][N:20]([C:23]3[CH:28]=[CH:27][CH:26]=[CH:25][C:24]=3[O:29][CH3:30])[CH2:19][CH2:18]2)=[O:11])[CH2:8][CH2:7][CH2:6][CH2:5][CH2:4][CH2:3][CH2:2]1.Cl.C(OCC)(=O)C. (7) Given the product [CH3:16][O:17][C:18]1[CH:23]=[CH:22][CH:21]=[CH:20][C:19]=1[CH2:24][C:25]1[C:26]([NH2:27])=[N:1][C:2]2[C:3]([CH:4]=1)=[CH:6][C:7]([N:10]1[CH2:15][CH2:14][O:13][CH2:12][CH2:11]1)=[CH:8][CH:9]=2, predict the reactants needed to synthesize it. The reactants are: [NH2:1][C:2]1[CH:9]=[CH:8][C:7]([N:10]2[CH2:15][CH2:14][O:13][CH2:12][CH2:11]2)=[CH:6][C:3]=1[CH:4]=O.[CH3:16][O:17][C:18]1[CH:23]=[CH:22][CH:21]=[CH:20][C:19]=1[CH2:24][CH2:25][C:26]#[N:27]. (8) Given the product [ClH:1].[Cl:1][C:2]1[CH:7]=[CH:6][C:5]2[NH:8][C:9]3[S:10][CH:11]=[CH:12][C:13]=3[C:14]([NH2:15])=[N:16][C:4]=2[CH:3]=1, predict the reactants needed to synthesize it. The reactants are: [Cl:1][C:2]1[CH:7]=[CH:6][C:5]([NH:8][C:9]2[S:10][CH:11]=[CH:12][C:13]=2[C:14]#[N:15])=[C:4]([N+:16]([O-])=O)[CH:3]=1.O.O.[Sn](Cl)Cl.